Dataset: Forward reaction prediction with 1.9M reactions from USPTO patents (1976-2016). Task: Predict the product of the given reaction. (1) Given the reactants [NH2:1][CH:2]([C:11]1[C:16]([O:17][CH3:18])=[CH:15][CH:14]=[CH:13][C:12]=1[F:19])[CH2:3][CH:4]([CH3:10])[C:5]([O:7]CC)=O.[C:20]1([CH3:33])[CH:25]=[CH:24][C:23]([C:26]2[S:27][CH:28]=[C:29]([CH:31]=O)[N:30]=2)=[CH:22][CH:21]=1, predict the reaction product. The product is: [F:19][C:12]1[CH:13]=[CH:14][CH:15]=[C:16]([O:17][CH3:18])[C:11]=1[CH:2]1[N:1]([CH2:31][C:29]2[N:30]=[C:26]([C:23]3[CH:24]=[CH:25][C:20]([CH3:33])=[CH:21][CH:22]=3)[S:27][CH:28]=2)[C:5](=[O:7])[CH:4]([CH3:10])[CH2:3]1. (2) The product is: [CH2:21]([O:20][C:18]([NH:16][NH:17][CH:2]1[CH2:8][O:7][CH2:6][CH2:5][N:4]([C:9]([O:11][C:12]([CH3:15])([CH3:14])[CH3:13])=[O:10])[CH2:3]1)=[O:19])[C:22]1[CH:27]=[CH:26][CH:25]=[CH:24][CH:23]=1. Given the reactants O=[C:2]1[CH2:8][O:7][CH2:6][CH2:5][N:4]([C:9]([O:11][C:12]([CH3:15])([CH3:14])[CH3:13])=[O:10])[CH2:3]1.[NH:16]([C:18]([O:20][CH2:21][C:22]1[CH:27]=[CH:26][CH:25]=[CH:24][CH:23]=1)=[O:19])[NH2:17].C([BH3-])#N.[Na+].C1(C)C=CC(S(O)(=O)=O)=CC=1, predict the reaction product. (3) Given the reactants [C:1]([O:5][C:6]([N:8]1C(C2C=CC(C#N)=CC=2)O1)=[O:7])([CH3:4])([CH3:3])[CH3:2].[NH2:19][C:20]([CH3:24])([CH3:23])[CH2:21][OH:22], predict the reaction product. The product is: [C:1]([O:5][C:6]([NH:8][NH:19][C:20]([CH3:24])([CH3:23])[CH2:21][OH:22])=[O:7])([CH3:2])([CH3:3])[CH3:4]. (4) Given the reactants [CH3:1][N:2]([CH3:8])[C@H:3]1[CH2:7][CH2:6][NH:5][CH2:4]1.[Br:9][C:10]1[CH:18]=[CH:17][C:13]([C:14](O)=[O:15])=[C:12]([F:19])[CH:11]=1, predict the reaction product. The product is: [Br:9][C:10]1[CH:18]=[CH:17][C:13]([C:14]([N:5]2[CH2:6][CH2:7][C@H:3]([N:2]([CH3:8])[CH3:1])[CH2:4]2)=[O:15])=[C:12]([F:19])[CH:11]=1. (5) Given the reactants [CH3:1][S:2]([O:5][C:6]1[CH:7]=[CH:8][C:9]2[O:14][C@@:13]([CH3:20])([CH:15]([O:18][CH3:19])[O:16][CH3:17])[C@H:12]3[O:21][C@H:11]3[C:10]=2[CH:22]=1)(=[O:4])=[O:3].[Cl:23][C:24]1[CH:29]=[CH:28][C:27]([NH:30][CH2:31][C:32]2[N:33]=[N:34][N:35]([CH3:37])[N:36]=2)=[CH:26][CH:25]=1, predict the reaction product. The product is: [CH3:1][S:2]([O:5][C:6]1[CH:7]=[CH:8][C:9]2[O:14][C@@:13]([CH3:20])([CH:15]([O:16][CH3:17])[O:18][CH3:19])[C@@H:12]([OH:21])[C@H:11]([N:30]([C:27]3[CH:28]=[CH:29][C:24]([Cl:23])=[CH:25][CH:26]=3)[CH2:31][C:32]3[N:33]=[N:34][N:35]([CH3:37])[N:36]=3)[C:10]=2[CH:22]=1)(=[O:3])=[O:4].